This data is from Full USPTO retrosynthesis dataset with 1.9M reactions from patents (1976-2016). The task is: Predict the reactants needed to synthesize the given product. (1) Given the product [C:1]([O:5][C:6](=[O:36])[NH:7][C:8]1([C:12]2[CH:13]=[CH:14][C:15]([C:38]3[C:39](=[O:56])[C:40]4[C:41]([O:48][C:49]=3[C:50]3[CH:55]=[CH:54][CH:53]=[CH:52][CH:51]=3)=[C:42]([O:46][CH3:47])[N:43]=[CH:44][CH:45]=4)=[CH:16][CH:17]=2)[CH2:9][CH2:10][CH2:11]1)([CH3:4])([CH3:2])[CH3:3], predict the reactants needed to synthesize it. The reactants are: [C:1]([O:5][C:6](=[O:36])[NH:7][C:8]1([C:12]2[CH:17]=[CH:16][C:15](C3C(=O)C4C(=CC=C(F)C=4)OC=3C3C=CC=CC=3)=[CH:14][CH:13]=2)[CH2:11][CH2:10][CH2:9]1)([CH3:4])([CH3:3])[CH3:2].I[C:38]1[C:39](=[O:56])[C:40]2[C:41]([O:48][C:49]=1[C:50]1[CH:55]=[CH:54][CH:53]=[CH:52][CH:51]=1)=[C:42]([O:46][CH3:47])[N:43]=[CH:44][CH:45]=2. (2) Given the product [NH2:18][C:17]1[N:8]([C:5]2[CH:6]=[CH:7][C:2]([CH3:10])=[CH:3][CH:4]=2)[N:9]=[C:15]([C:12]([CH3:20])([CH3:11])[C:13]#[N:14])[CH:16]=1, predict the reactants needed to synthesize it. The reactants are: Cl.[C:2]1([CH3:10])[CH:7]=[CH:6][C:5]([NH:8][NH2:9])=[CH:4][CH:3]=1.[CH3:11][C:12]([CH3:20])([C:15](=O)[CH2:16][C:17]#[N:18])[C:13]#[N:14]. (3) Given the product [C:1]([C:3]([CH3:16])([O:5][C:6]1[CH:7]=[C:8]([CH:13]=[CH:14][CH:15]=1)[C:9]([OH:11])=[O:10])[CH3:4])#[N:2], predict the reactants needed to synthesize it. The reactants are: [C:1]([C:3]([CH3:16])([O:5][C:6]1[CH:7]=[C:8]([CH:13]=[CH:14][CH:15]=1)[C:9]([O:11]C)=[O:10])[CH3:4])#[N:2].O1CCCC1.[OH-].[Na+].Cl. (4) Given the product [C:18]([NH:1][C:2]1[CH:10]=[CH:9][C:5]([C:6]([OH:8])=[O:7])=[CH:4][C:3]=1[OH:11])(=[O:25])[C:19]1[CH:24]=[CH:23][CH:22]=[CH:21][CH:20]=1, predict the reactants needed to synthesize it. The reactants are: [NH2:1][C:2]1[CH:10]=[CH:9][C:5]([C:6]([OH:8])=[O:7])=[CH:4][C:3]=1[OH:11].N1C=CC=CC=1.[C:18](Cl)(=[O:25])[C:19]1[CH:24]=[CH:23][CH:22]=[CH:21][CH:20]=1. (5) Given the product [CH3:34][CH:15]([CH:16]([O:26][Si:27]([CH2:32][CH3:33])([CH2:28][CH3:29])[CH2:30][CH3:31])[C:17]([CH3:25])=[CH:18][C:19]1[N:20]=[C:21]([CH3:24])[S:22][CH:23]=1)[CH2:14][OH:35], predict the reactants needed to synthesize it. The reactants are: C(C1COC(=O)N1[C:14](=[O:35])[CH:15]([CH3:34])[CH:16]([O:26][Si:27]([CH2:32][CH3:33])([CH2:30][CH3:31])[CH2:28][CH3:29])[C:17]([CH3:25])=[CH:18][C:19]1[N:20]=[C:21]([CH3:24])[S:22][CH:23]=1)C1C=CC=CC=1.CO.[Li+].[BH4-].